From a dataset of Full USPTO retrosynthesis dataset with 1.9M reactions from patents (1976-2016). Predict the reactants needed to synthesize the given product. (1) Given the product [CH3:14][C:11]1[CH:12]=[CH:13][N:8]([C:5]2[CH:6]=[CH:7][C:2]([N:1]3[CH2:22][CH2:21][NH:20][CH2:19][CH2:18]3)=[CH:3][CH:4]=2)[C:9](=[O:15])[CH:10]=1, predict the reactants needed to synthesize it. The reactants are: [NH2:1][C:2]1[CH:7]=[CH:6][C:5]([N:8]2[CH:13]=[CH:12][C:11]([CH3:14])=[CH:10][C:9]2=[O:15])=[CH:4][CH:3]=1.Cl.Cl[CH2:18][CH2:19][NH:20][CH2:21][CH2:22]Cl.C(=O)([O-])[O-].[K+].[K+]. (2) Given the product [OH:1][CH:2]([C:15]1[CH:20]=[CH:19][CH:18]=[CH:17][CH:16]=1)[CH2:3][N:4]1[C:8]2[N:9]=[C:10]([S:14][CH3:21])[NH:11][C:12](=[O:13])[C:7]=2[CH:6]=[N:5]1, predict the reactants needed to synthesize it. The reactants are: [OH:1][CH:2]([C:15]1[CH:20]=[CH:19][CH:18]=[CH:17][CH:16]=1)[CH2:3][N:4]1[C:8]2[NH:9][C:10](=[S:14])[NH:11][C:12](=[O:13])[C:7]=2[CH:6]=[N:5]1.[CH3:21]I. (3) Given the product [CH2:17]([O:16][P:11]([C:8]1[CH:9]=[CH:10][C:5]([C:4]([OH:19])=[O:3])=[CH:6][CH:7]=1)([O:13][CH2:14][CH3:15])=[O:12])[CH3:18], predict the reactants needed to synthesize it. The reactants are: C([O:3][C:4](=[O:19])[C:5]1[CH:10]=[CH:9][C:8]([P:11]([O:16][CH2:17][CH3:18])([O:13][CH2:14][CH3:15])=[O:12])=[CH:7][CH:6]=1)C.[OH-].[Li+].